Dataset: Forward reaction prediction with 1.9M reactions from USPTO patents (1976-2016). Task: Predict the product of the given reaction. (1) Given the reactants [Br:1][C:2]1[N:7]=[C:6]([C:8]([OH:10])=O)[CH:5]=[CH:4][CH:3]=1.[CH2:11]([O:13][C:14](=[O:24])[CH2:15][O:16][C:17]1[CH:22]=[CH:21][CH:20]=[C:19]([NH2:23])[CH:18]=1)[CH3:12], predict the reaction product. The product is: [CH2:11]([O:13][C:14](=[O:24])[CH2:15][O:16][C:17]1[CH:22]=[CH:21][CH:20]=[C:19]([NH:23][C:8]([C:6]2[CH:5]=[CH:4][CH:3]=[C:2]([Br:1])[N:7]=2)=[O:10])[CH:18]=1)[CH3:12]. (2) Given the reactants [Br:1][C:2]1[CH:24]=[CH:23][C:5]2[N:6](C(OC(C)(C)C)=O)[CH:7]([CH2:10][C:11]([O:13][CH2:14][CH3:15])=[O:12])[CH2:8][O:9][C:4]=2[CH:3]=1.O1CCOCC1, predict the reaction product. The product is: [Br:1][C:2]1[CH:24]=[CH:23][C:5]2[NH:6][CH:7]([CH2:10][C:11]([O:13][CH2:14][CH3:15])=[O:12])[CH2:8][O:9][C:4]=2[CH:3]=1. (3) Given the reactants [NH2:1][C:2]1[C:7]([N+:8]([O-])=O)=[C:6]([O:11][C:12]2[CH:17]=[CH:16][C:15]([NH:18][C:19](=[O:25])[O:20][C:21]([CH3:24])([CH3:23])[CH3:22])=[CH:14][CH:13]=2)[CH:5]=[CH:4][N:3]=1.C(OCC)(=O)C, predict the reaction product. The product is: [NH2:1][C:2]1[C:7]([NH2:8])=[C:6]([O:11][C:12]2[CH:13]=[CH:14][C:15]([NH:18][C:19](=[O:25])[O:20][C:21]([CH3:23])([CH3:22])[CH3:24])=[CH:16][CH:17]=2)[CH:5]=[CH:4][N:3]=1. (4) Given the reactants [OH:1][C:2]1[CH:11]=[CH:10][C:5]([C:6]([O:8][CH3:9])=[O:7])=[CH:4][CH:3]=1.C(=O)([O-])[O-].[K+].[K+].Br[CH2:19][C:20]1[CH:25]=[CH:24][CH:23]=[C:22]([F:26])[CH:21]=1.O, predict the reaction product. The product is: [F:26][C:22]1[CH:21]=[C:20]([CH:25]=[CH:24][CH:23]=1)[CH2:19][O:1][C:2]1[CH:3]=[CH:4][C:5]([C:6]([O:8][CH3:9])=[O:7])=[CH:10][CH:11]=1.